This data is from Reaction yield outcomes from USPTO patents with 853,638 reactions. The task is: Predict the reaction yield, written as a fraction of the theoretical maximum amount of product (1.0 means a 100% yield; for example, 0.34 means a 34% yield). (1) The reactants are [Cl:1][C:2]1[CH:7]=[C:6]([Cl:8])[CH:5]=[CH:4][C:3]=1[C:9]1[N:10]=[C:11]([CH2:36][CH3:37])[C:12]([NH:17][C@H:18]2[C@@H:22]([O:23][CH2:24][CH3:25])[CH2:21][N:20](C(OCC3C=CC=CC=3)=O)[CH2:19]2)=[N:13][C:14]=1[CH2:15][CH3:16].C([SiH](CC)CC)C.FC(F)(F)C(O)=O.[OH-].[Na+]. The catalyst is C(Cl)Cl.[Pd](Cl)Cl.C(N(CC)CC)C. The product is [Cl:1][C:2]1[CH:7]=[C:6]([Cl:8])[CH:5]=[CH:4][C:3]=1[C:9]1[N:10]=[C:11]([CH2:36][CH3:37])[C:12]([NH:17][C@H:18]2[C@@H:22]([O:23][CH2:24][CH3:25])[CH2:21][NH:20][CH2:19]2)=[N:13][C:14]=1[CH2:15][CH3:16]. The yield is 0.740. (2) The reactants are [CH3:1][N:2]1[CH:6]=[C:5]([C:7]([OH:9])=O)[N:4]=[CH:3]1.O[NH:11][C:12](=[NH:24])[C:13]1[CH:18]=[CH:17][C:16]([O:19][C:20]([F:23])([F:22])[F:21])=[CH:15][CH:14]=1.C1C=CC2N(O)N=NC=2C=1.CCN=C=NCCCN(C)C. The catalyst is CN(C=O)C. The product is [CH3:1][N:2]1[CH:6]=[C:5]([C:7]2[O:9][N:24]=[C:12]([C:13]3[CH:14]=[CH:15][C:16]([O:19][C:20]([F:21])([F:22])[F:23])=[CH:17][CH:18]=3)[N:11]=2)[N:4]=[CH:3]1. The yield is 0.400. (3) The catalyst is C(Cl)Cl. The reactants are [N:1](=[C:3]1[CH2:9][CH2:8][CH2:7][CH2:6][CH2:5][NH:4]1)[OH:2].[C:10](N1C=CN=C1)(N1C=CN=C1)=[O:11]. The product is [N:1]1[O:2][C:10](=[O:11])[N:4]2[CH2:5][CH2:6][CH2:7][CH2:8][CH2:9][C:3]=12. The yield is 0.890.